From a dataset of Experimentally validated miRNA-target interactions with 360,000+ pairs, plus equal number of negative samples. Binary Classification. Given a miRNA mature sequence and a target amino acid sequence, predict their likelihood of interaction. (1) The protein sequence of the target gene is MPPQLHNGLDFSAKVIQGSLDSLPQAVRKFVEGNAQLCQPEYIHICDGSEEEYGQLLAHMQEEGVIRKLKKYDNCWLALTDPRDVARIESKTVIITQEQRDTVPIPKTGLSQLGRWMSEEDFEKAFNARFPGCMKGRTMYVIPFSMGPLGSPLAKIGIELTDSPYVVASMRIMTRMGISVLEALGDGEFIKCLHSVGCPLPLKKPLVNNWACNPELTLIAHLPDRREIISFGSGYGGNSLLGKKCFALRIASRLAKEEGWLAEHMLILGITNPEGKKKYLAAAFPSACGKTNLAMMNPSL.... Result: 0 (no interaction). The miRNA is hsa-miR-6871-5p with sequence CAUGGGAGUUCGGGGUGGUUGC. (2) The miRNA is hsa-miR-1231 with sequence GUGUCUGGGCGGACAGCUGC. The protein sequence of the target gene is MAVASDFYLRYYVGHKGKFGHEFLEFEFRPDGKLRYANNSNYKNDVMIRKEAYVHKSVMEELKRIIDDSEITKEDDALWPPPDRVGRQELEIVIGDEHISFTTSKIGSLIDVNQSKDPEGLRVFYYLVQDLKCLVFSLIGLHFKIKPI. Result: 0 (no interaction). (3) The miRNA is hsa-miR-548aw with sequence GUGCAAAAGUCAUCACGGUU. The protein sequence of the target gene is MLSAASRVVSRAAVHCALRSPPPEARALAMSRPPPPRVASVLGTMEMGRRMDAPASAAAVRAFLERGHTELDTAFMYSDGQSETILGGLGLGLGGGDCRVKIATKANPWDGKSLKPDSVRSQLETSLKRLQCPQVDLFYLHAPDHGTPVEETLHACQRLHQEGKFVELGLSNYASWEVAEICTLCKSNGWILPTVYQGMYNATTRQVETELFPCLRHFGLRFYAYNPLAGGLLTGKYKYEDKDGKQPVGRFFGNSWAETYRNRFWKEHHFEAIALVEKALQAAYGASAPSVTSAALRWMY.... Result: 1 (interaction). (4) The miRNA is dre-miR-92a-3p with sequence UAUUGCACUUGUCCCGGCCUGU. The protein sequence of the target gene is MANLLKTVVTGCSCPLLSNLGSCKGLRVKKDFLRTFYTHQELWCKAPVKPGIPYKQLTVGVPKEIFQNEKRVALSPAGVQNLVKQGFNVVVESGAGEASKFSDDHYRVAGAQIQGAKEVLASDLVVKVRAPMVNPTLGVHEADLLKTSGTLISFIYPAQNPELLNKLSQRKTTVLAMDQVPRVTIAQGYDALSSMANIAGYKAVVLAANHFGRFFTGQITAAGKVPPAKILIVGGGVAGLASAGAAKSMGAIVRGFDTRAAALEQFKSLGAEPLEVDLKESGEGQGGYAKEMSKEFIEAE.... Result: 0 (no interaction).